The task is: Predict the product of the given reaction.. This data is from Forward reaction prediction with 1.9M reactions from USPTO patents (1976-2016). (1) Given the reactants [OH:1][C:2]1[CH:7]=[CH:6][C:5]([N:8]2[C:13](=[O:14])[C:12]([CH2:15][C:16]3[CH:21]=[CH:20][C:19]([C:22]4[C:23]([C:28]#[N:29])=[CH:24][CH:25]=[CH:26][CH:27]=4)=[CH:18][CH:17]=3)=[C:11]([CH2:30][CH2:31][CH3:32])[N:10]=[C:9]2[CH3:33])=[CH:4][CH:3]=1.[Si](O[CH:42]1[CH2:47][CH2:46][CH2:45][CH:44]([OH:48])[CH2:43]1)(C(C)(C)C)(C)C.C1(P(C2C=CC=CC=2)C2C=CC=CC=2)C=CC=CC=1.[N:69]([C:70]([O:72]C(C)C)=[O:71])=[N:69][C:70]([O:72]C(C)C)=[O:71], predict the reaction product. The product is: [OH:48][CH:44]1[CH2:43][CH2:42][CH2:47][CH:46]([O:1][C:2]2[CH:3]=[CH:4][C:5]([N:8]3[C:13](=[O:14])[C:12]([CH2:15][C:16]4[CH:21]=[CH:20][C:19]([C:22]5[CH:27]=[CH:26][CH:25]=[CH:24][C:23]=5[C:28]5[NH:69][C:70](=[O:71])[O:72][N:29]=5)=[CH:18][CH:17]=4)=[C:11]([CH2:30][CH2:31][CH3:32])[N:10]=[C:9]3[CH3:33])=[CH:6][CH:7]=2)[CH2:45]1. (2) Given the reactants C1C2C(CO[C:16]([NH:18][C@@H:19]([CH2:23][C:24]3[CH:29]=[CH:28][CH:27]=[CH:26][CH:25]=3)[C:20]([OH:22])=O)=[O:17])C3C(=CC=CC=3)C=2C=CC=1.C(OC(=O)[NH:36][CH2:37][CH2:38][CH2:39][CH2:40][CH2:41][CH2:42][NH2:43])(C)(C)C.[CH2:45]([O:52][C:53]1[CH:58]=[CH:57][C:56]([N:59]=C=O)=[CH:55][CH:54]=1)[C:46]1[CH:51]=[CH:50][CH:49]=[CH:48][CH:47]=1, predict the reaction product. The product is: [NH2:43][CH2:42][CH2:41][CH2:40][CH2:39][CH2:38][CH2:37][NH:36][C:20](=[O:22])[C@@H:19]([NH:18][C:16]([NH:59][C:56]1[CH:55]=[CH:54][C:53]([O:52][CH2:45][C:46]2[CH:47]=[CH:48][CH:49]=[CH:50][CH:51]=2)=[CH:58][CH:57]=1)=[O:17])[CH2:23][C:24]1[CH:25]=[CH:26][CH:27]=[CH:28][CH:29]=1. (3) Given the reactants [C:1]([NH:4][CH:5]1[CH:9]([OH:10])[CH2:8][N:7]([C:11]([O-:13])=[O:12])[CH2:6]1)(=[O:3])[CH3:2].CC(OI1(OC(C)=O)(OC(C)=O)O[C:25](=O)[C:24]2[CH:23]=CC=C[C:19]1=2)=O, predict the reaction product. The product is: [C:1]([NH:4][CH:5]1[C:9](=[O:10])[CH2:8][N:7]([C:11]([O:13][C:24]([CH3:25])([CH3:23])[CH3:19])=[O:12])[CH2:6]1)(=[O:3])[CH3:2]. (4) The product is: [CH3:1][O:2][C:3]1[C:8]([O:9][CH3:10])=[CH:7][CH:6]=[CH:5][C:4]=1[O:11][C:13]1[CH:14]=[C:15]([CH3:22])[CH:16]=[CH:17][C:18]=1[N+:19]([O-:21])=[O:20].[CH3:23][O:24][C:25]1[C:39]([O:40][CH3:41])=[CH:38][CH:37]=[CH:36][C:26]=1[O:27][C:28]1[CH:34]=[C:33]([CH3:35])[CH:32]=[CH:31][C:29]=1[NH:30][C:4]([NH:42][C:43]1[S:44][CH:45]=[CH:46][N:47]=1)=[O:11]. Given the reactants [CH3:1][O:2][C:3]1[C:8]([O:9][CH3:10])=[CH:7][CH:6]=[CH:5][C:4]=1[OH:11].F[C:13]1[CH:14]=[C:15]([CH3:22])[CH:16]=[CH:17][C:18]=1[N+:19]([O-:21])=[O:20].[CH3:23][O:24][C:25]1[C:39]([O:40][CH3:41])=[CH:38][CH:37]=[CH:36][C:26]=1[O:27][C:28]1[CH:34]=[C:33]([CH3:35])[CH:32]=[CH:31][C:29]=1[NH2:30].[NH2:42][C:43]1[S:44][CH:45]=[CH:46][N:47]=1, predict the reaction product. (5) Given the reactants [OH:1][CH2:2][CH2:3][NH:4][C:5]1[CH:10]=[CH:9][CH:8]=[CH:7][CH:6]=1.[C:11]1([CH:14]=[CH:13][C:11]([OH:12])=[CH:14][CH:13]=1)[OH:12].C1(C)C=CC(S(O)(=O)=O)=CC=1.C(O)(=O)C=C, predict the reaction product. The product is: [C:11]([O:1][CH2:2][CH2:3][NH:4][C:5]1[CH:10]=[CH:9][CH:8]=[CH:7][CH:6]=1)(=[O:12])[CH:13]=[CH2:14]. (6) Given the reactants [CH3:1][C:2]1[CH:3]=[C:4]([C:20]2[CH:21]=[C:22]([CH:26]=[CH:27][CH:28]=2)[C:23](O)=[O:24])[CH:5]=[CH:6][C:7]=1[O:8][C@@H:9]1[C@H:14]([OH:15])[C@@H:13]([OH:16])[C@H:12]([OH:17])[C@H:11]([CH2:18][OH:19])[O:10]1.CN(C(ON1N=NC2C=CC=NC1=2)=[N+](C)C)C.F[P-](F)(F)(F)(F)F.[NH2:53][C:54]1[CH:59]=[CH:58][N:57]=[CH:56][CH:55]=1.CCN(C(C)C)C(C)C, predict the reaction product. The product is: [CH3:1][C:2]1[CH:3]=[C:4]([C:20]2[CH:21]=[C:22]([CH:26]=[CH:27][CH:28]=2)[C:23]([NH:53][C:54]2[CH:59]=[CH:58][N:57]=[CH:56][CH:55]=2)=[O:24])[CH:5]=[CH:6][C:7]=1[O:8][C@@H:9]1[C@H:14]([OH:15])[C@@H:13]([OH:16])[C@H:12]([OH:17])[C@H:11]([CH2:18][OH:19])[O:10]1. (7) Given the reactants [CH3:1][C:2]1[NH:3][C:4]2[CH:5]=[CH:6][CH:7]=[C:8]([CH2:11][C:12]([OH:14])=[O:13])[C:9]=2[CH:10]=1.[CH2:15](Br)[CH:16]=[CH2:17].C(=O)([O-])[O-].[K+].[K+].Cl.C(OCC)(=O)C, predict the reaction product. The product is: [CH2:17]([O:13][C:12](=[O:14])[CH2:11][C:8]1[C:9]2[CH:10]=[C:2]([CH3:1])[NH:3][C:4]=2[CH:5]=[CH:6][CH:7]=1)[CH:16]=[CH2:15]. (8) Given the reactants [CH3:1][C:2]1[CH:7]([CH3:8])[O:6][CH:5]([C:9]2[N:13]([CH3:14])[N:12]=[CH:11][C:10]=2[N+:15]([O-:17])=[O:16])[CH2:4][C:3]=1[O:18][Si](CC)(CC)CC.[N-:26]=[N+:27]=[N-:28].[Na+].[N+]([O-])([O-])=O.[NH4+].[Ce], predict the reaction product. The product is: [N:26]([C:2]1([CH3:1])[C:3](=[O:18])[CH2:4][CH:5]([C:9]2[N:13]([CH3:14])[N:12]=[CH:11][C:10]=2[N+:15]([O-:17])=[O:16])[O:6][CH:7]1[CH3:8])=[N+:27]=[N-:28].